This data is from Full USPTO retrosynthesis dataset with 1.9M reactions from patents (1976-2016). The task is: Predict the reactants needed to synthesize the given product. (1) Given the product [Cl:1][C:2]1[N:3]([C:19]2[CH:20]=[CH:21][C:16]([O:15][CH2:13][CH3:14])=[CH:17][CH:18]=2)[C:4]2[C:9]([C:10]=1[CH:11]=[O:12])=[CH:8][CH:7]=[CH:6][CH:5]=2, predict the reactants needed to synthesize it. The reactants are: [Cl:1][C:2]1[NH:3][C:4]2[C:9]([C:10]=1[CH:11]=[O:12])=[CH:8][CH:7]=[CH:6][CH:5]=2.[CH2:13]([O:15][C:16]1[CH:21]=[CH:20][C:19](B(O)O)=[CH:18][CH:17]=1)[CH3:14]. (2) Given the product [I:32][C:33]1[CH:38]=[CH:37][C:36]([O:39][C@@H:25]([C:14]2[CH:15]=[CH:16][CH:17]=[CH:18][CH:19]=2)[CH3:26])=[C:35]([CH3:40])[CH:34]=1, predict the reactants needed to synthesize it. The reactants are: [CH:14]1[CH:19]=[CH:18][C:17](P([C:14]2[CH:19]=[CH:18][CH:17]=[CH:16][CH:15]=2)[C:14]2[CH:19]=[CH:18][CH:17]=[CH:16][CH:15]=2)=[CH:16][CH:15]=1.N(C(OCC)=O)=NC(O[CH2:25][CH3:26])=O.[I:32][C:33]1[CH:38]=[CH:37][C:36]([OH:39])=[C:35]([CH3:40])[CH:34]=1. (3) Given the product [Br:22][C:23]1[CH:28]=[CH:27][C:26]([N:9]2[C:10]3[CH:11]=[CH:12][C:13]([C:18]([CH3:21])([CH3:20])[CH3:19])=[CH:14][C:15]=3[C:16]3[C:8]2=[CH:7][CH:6]=[C:5]([C:1]([CH3:4])([CH3:3])[CH3:2])[CH:17]=3)=[CH:25][CH:24]=1, predict the reactants needed to synthesize it. The reactants are: [C:1]([C:5]1[CH:6]=[CH:7][C:8]2[NH:9][C:10]3[C:15]([C:16]=2[CH:17]=1)=[CH:14][C:13]([C:18]([CH3:21])([CH3:20])[CH3:19])=[CH:12][CH:11]=3)([CH3:4])([CH3:3])[CH3:2].[Br:22][C:23]1[CH:28]=[CH:27][C:26](Br)=[CH:25][CH:24]=1.C([O-])([O-])=O.[K+].[K+].C1OCCOCCOCCOCCOCCOC1. (4) The reactants are: [I-].[Na+].C(=O)([O-])[O-].[K+].[K+].[Cl:9][CH2:10][C:11]([CH2:13]Cl)=[CH2:12].[OH:15][C:16]1[CH:23]=[CH:22][CH:21]=[CH:20][C:17]=1[CH:18]=[O:19]. Given the product [Cl:9][CH2:10][C:11](=[CH2:12])[CH2:13][O:15][C:16]1[CH:23]=[CH:22][CH:21]=[CH:20][C:17]=1[CH:18]=[O:19], predict the reactants needed to synthesize it. (5) Given the product [O:1]1[C:5]2[CH:6]=[CH:7][C:8]([C:10]3[O:11][C:23]([CH2:22][CH2:21][C:17]4[CH:18]=[CH:19][CH:20]=[C:15]([F:14])[CH:16]=4)=[N:13][N:12]=3)=[CH:9][C:4]=2[CH2:3][CH2:2]1, predict the reactants needed to synthesize it. The reactants are: [O:1]1[C:5]2[CH:6]=[CH:7][C:8]([C:10]([NH:12][NH2:13])=[O:11])=[CH:9][C:4]=2[CH2:3][CH2:2]1.[F:14][C:15]1[CH:16]=[C:17]([CH2:21][CH2:22][C:23](O)=O)[CH:18]=[CH:19][CH:20]=1. (6) Given the product [CH2:1]([N:8]1[C:16]2[C:11](=[CH:12][CH:13]=[CH:14][CH:15]=2)[CH:10]=[C:9]1[C:17]([NH:20][C@H:21]([C:23]([NH:25][C@H:26]([CH:39]=[O:40])[CH2:27][C:28](=[N:34][NH:35][C:36]([NH2:38])=[O:37])[O:29][C:30]([CH3:31])([CH3:33])[CH3:32])=[O:24])[CH3:22])=[O:19])[C:2]1[CH:3]=[CH:4][CH:5]=[CH:6][CH:7]=1, predict the reactants needed to synthesize it. The reactants are: [CH2:1]([N:8]1[C:16]2[C:11](=[CH:12][CH:13]=[CH:14][CH:15]=2)[CH:10]=[C:9]1[C:17]([OH:19])=O)[C:2]1[CH:7]=[CH:6][CH:5]=[CH:4][CH:3]=1.[NH2:20][C@H:21]([C:23]([NH:25][C@H:26]([CH:39]=[O:40])[CH2:27][C:28](=[N:34][NH:35][C:36]([NH2:38])=[O:37])[O:29][C:30]([CH3:33])([CH3:32])[CH3:31])=[O:24])[CH3:22].CCN=C=NCCCN(C)C. (7) Given the product [C:17]([C:3]1[N:4]=[CH:5][C:6]([NH:8][C@H:9]([CH2:13][CH:14]([CH3:16])[CH3:15])[C:10]([NH2:12])=[O:11])=[N:7][C:2]=1[NH:19][C:20]1[CH:21]=[C:22]2[C:27](=[CH:28][CH:29]=1)[N:26]=[CH:25][CH:24]=[CH:23]2)#[N:18], predict the reactants needed to synthesize it. The reactants are: Cl[C:2]1[N:7]=[C:6]([NH:8][C@H:9]([CH2:13][CH:14]([CH3:16])[CH3:15])[C:10]([NH2:12])=[O:11])[CH:5]=[N:4][C:3]=1[C:17]#[N:18].[NH2:19][C:20]1[CH:21]=[C:22]2[C:27](=[CH:28][CH:29]=1)[N:26]=[CH:25][CH:24]=[CH:23]2.C([O-])([O-])=O.[K+].[K+].C1C=CC(P(C2C(C3C(P(C4C=CC=CC=4)C4C=CC=CC=4)=CC=C4C=3C=CC=C4)=C3C(C=CC=C3)=CC=2)C2C=CC=CC=2)=CC=1.